Dataset: Full USPTO retrosynthesis dataset with 1.9M reactions from patents (1976-2016). Task: Predict the reactants needed to synthesize the given product. (1) Given the product [Cl:31][C:28]1[S:27][C:26]([S:23]([NH:22][C:12]2[C:13]3[C:18](=[CH:17][CH:16]=[C:15]([F:19])[C:14]=3[O:20][CH3:21])[N:10]([CH2:9][C:5]3[CH:4]=[C:3]([CH2:2][NH:1][C:65](=[O:67])[CH3:66])[CH:8]=[CH:7][CH:6]=3)[N:11]=2)(=[O:25])=[O:24])=[CH:30][CH:29]=1, predict the reactants needed to synthesize it. The reactants are: [NH2:1][CH2:2][C:3]1[CH:4]=[C:5]([CH2:9][N:10]2[C:18]3[C:13](=[C:14]([O:20][CH3:21])[C:15]([F:19])=[CH:16][CH:17]=3)[C:12]([NH:22][S:23]([C:26]3[S:27][C:28]([Cl:31])=[CH:29][CH:30]=3)(=[O:25])=[O:24])=[N:11]2)[CH:6]=[CH:7][CH:8]=1.CN(C(ON1N=NC2C=CC=NC1=2)=[N+](C)C)C.F[P-](F)(F)(F)(F)F.CCN(C(C)C)C(C)C.[C:65](O)(=[O:67])[CH3:66]. (2) Given the product [NH2:8][C:5]1[N:6]=[CH:7][C:2]([C:21]2[CH:26]=[N:25][C:24]([CH2:40][C:39]([NH:38][C:35]3[CH:34]=[C:33]([C:29]([CH3:32])([CH3:31])[CH3:30])[O:37][N:36]=3)=[O:56])=[CH:23][CH:22]=2)=[CH:3][CH:4]=1, predict the reactants needed to synthesize it. The reactants are: Br[C:2]1[CH:3]=[CH:4][C:5]([NH:8]CCOC)=[N:6][CH:7]=1.CC1(C)C(C)(C)OB([C:21]2[CH:22]=[CH:23][C:24](N)=[N:25][CH:26]=2)O1.[C:29]([C:33]1[O:37][N:36]=[C:35]([NH:38][C:39](=[O:56])[CH2:40]C2C=CC(B3OC(C)(C)C(C)(C)O3)=CC=2)[CH:34]=1)([CH3:32])([CH3:31])[CH3:30]. (3) Given the product [CH3:1][O:2][C:3]1[CH:4]=[CH:5][C:6]([CH2:7][N:8]2[C:12]3[NH:13][CH2:14][CH2:15][CH:16]([O:17][C:18]4[CH:23]=[CH:22][C:21]([NH2:24])=[CH:20][C:19]=4[F:27])[C:11]=3[C:10]([I:28])=[N:9]2)=[CH:29][CH:30]=1, predict the reactants needed to synthesize it. The reactants are: [CH3:1][O:2][C:3]1[CH:30]=[CH:29][C:6]([CH2:7][N:8]2[C:12]3=[N:13][CH:14]=[CH:15][C:16]([O:17][C:18]4[CH:23]=[CH:22][C:21]([N+:24]([O-])=O)=[CH:20][C:19]=4[F:27])=[C:11]3[C:10]([I:28])=[N:9]2)=[CH:5][CH:4]=1. (4) Given the product [CH2:21]([C:14]1[CH:15]=[CH:16][CH:17]=[C:18]([CH2:19][CH3:20])[C:13]=1[C:4]1[C:5]([CH3:12])=[C:6]2[C:10]([CH3:11])=[CH:9][NH:8][C:7]2=[CH:2][N:3]=1)[CH3:22], predict the reactants needed to synthesize it. The reactants are: Cl[C:2]1[N:3]=[C:4]([C:13]2[C:18]([CH2:19][CH3:20])=[CH:17][CH:16]=[CH:15][C:14]=2[CH2:21][CH3:22])[C:5]([CH3:12])=[C:6]2[C:10]([CH3:11])=[CH:9][NH:8][C:7]=12.[OH-].[Na+].